From a dataset of Reaction yield outcomes from USPTO patents with 853,638 reactions. Predict the reaction yield, written as a fraction of the theoretical maximum amount of product (1.0 means a 100% yield; for example, 0.34 means a 34% yield). The reactants are [C:1]([CH:5]1[CH:18]=[CH:17][C:16]2[C:7](=[C:8]3[C:13](=[CH:14][N:15]=2)[CH:12]=[CH:11][C:10]([C:19]([CH3:22])([CH3:21])[CH3:20])=[CH:9]3)[C:6]1=O)([CH3:4])([CH3:3])[CH3:2].P(Cl)(Cl)(Cl)(Cl)[Cl:25].[Cl-]. The catalyst is C1(C)C=CC=CC=1. The product is [C:1]([C:5]1[CH:18]=[CH:17][C:16]2[C:7](=[C:8]3[C:13](=[C:14]([Cl:25])[N:15]=2)[CH:12]=[CH:11][C:10]([C:19]([CH3:22])([CH3:21])[CH3:20])=[CH:9]3)[CH:6]=1)([CH3:4])([CH3:3])[CH3:2]. The yield is 0.980.